This data is from Catalyst prediction with 721,799 reactions and 888 catalyst types from USPTO. The task is: Predict which catalyst facilitates the given reaction. (1) Reactant: C[O:2][C:3]([C:5]1[CH:6]=[C:7]([C:14]2[CH:19]=[CH:18][C:17]([O:20][CH3:21])=[C:16]([Cl:22])[CH:15]=2)[C:8]([O:12][CH3:13])=[C:9]([F:11])[CH:10]=1)=[O:4].CO.[OH-].[Na+].OS([O-])(=O)=O.[Na+]. Product: [Cl:22][C:16]1[CH:15]=[C:14]([C:7]2[C:8]([O:12][CH3:13])=[C:9]([F:11])[CH:10]=[C:5]([C:3]([OH:4])=[O:2])[CH:6]=2)[CH:19]=[CH:18][C:17]=1[O:20][CH3:21]. The catalyst class is: 6. (2) Reactant: C[Mg]Cl.OC[C:6]([C:8]1[CH:13]=[CH:12][CH:11]=[CH:10][CH:9]=1)=O.[C:14]([OH:17])(=O)[CH3:15].C1C[O:21]CC1. Product: [OH:21][C:8]([C:13]1[CH:12]=[CH:11][CH:10]=[CH:15][C:14]=1[OH:17])([CH3:9])[CH3:6]. The catalyst class is: 4.